Dataset: Retrosynthesis with 50K atom-mapped reactions and 10 reaction types from USPTO. Task: Predict the reactants needed to synthesize the given product. (1) Given the product O=[N+]([O-])c1cccc(-n2cnc(Br)c2)c1, predict the reactants needed to synthesize it. The reactants are: Brc1c[nH]cn1.O=[N+]([O-])c1cccc(F)c1. (2) The reactants are: CC(C)(C)OC(=O)NC(C(=O)O)c1ccccc1.COc1ccc(NCCc2ccc(C(F)(F)F)cc2)cc1OC. Given the product COc1ccc(N(CCc2ccc(C(F)(F)F)cc2)C(=O)C(NC(=O)OC(C)(C)C)c2ccccc2)cc1OC, predict the reactants needed to synthesize it. (3) Given the product COC(=O)C(Oc1cccc2ccccc12)c1ccc(Oc2ccc(Cl)cc2)cc1, predict the reactants needed to synthesize it. The reactants are: COC(=O)C(Br)c1ccc(Oc2ccc(Cl)cc2)cc1.Oc1cccc2ccccc12. (4) Given the product COc1cc[nH]c1/C=C1\C(=O)Nc2cccc(C#CC(O)c3ccc(O)cc3)c21, predict the reactants needed to synthesize it. The reactants are: C#CC(O)c1ccc(O)cc1.COc1cc[nH]c1/C=C1\C(=O)Nc2cccc(Br)c21. (5) Given the product CC(C)(NC(=O)c1cc(Cl)cc(Cl)c1)C(=O)CO, predict the reactants needed to synthesize it. The reactants are: CC(=O)OCC(=O)C(C)(C)NC(=O)c1cc(Cl)cc(Cl)c1. (6) Given the product CC(=O)Nc1nc2cnc(N(c3cccc(NC(=O)c4cccc(OC(F)(F)F)c4)c3)C3CC3)nc2s1, predict the reactants needed to synthesize it. The reactants are: CC(=O)Nc1nc2cnc(N(c3cccc(N)c3)C3CC3)nc2s1.O=C(O)c1cccc(OC(F)(F)F)c1.